This data is from Retrosynthesis with 50K atom-mapped reactions and 10 reaction types from USPTO. The task is: Predict the reactants needed to synthesize the given product. Given the product N#Cc1ccc(-c2cc(C(=O)O)nn2-c2cccnc2)cc1, predict the reactants needed to synthesize it. The reactants are: CCOC(=O)c1cc(-c2ccc(C#N)cc2)n(-c2cccnc2)n1.